This data is from Forward reaction prediction with 1.9M reactions from USPTO patents (1976-2016). The task is: Predict the product of the given reaction. (1) Given the reactants [Cl:1][C:2]1[CH:7]=[C:6](C)[CH:5]=[CH:4][C:3]=1[C:9]1[N:27]([CH2:28][C@@H:29]2[CH2:34][CH2:33][CH2:32][N:31]([C:35]([O:37][C:38]([CH3:41])([CH3:40])[CH3:39])=[O:36])[CH2:30]2)[C:12]2[N:13]=[C:14]([NH:17][CH2:18][C:19]3[CH:24]=[CH:23][C:22]([F:25])=[C:21]([F:26])[CH:20]=3)[N:15]=[CH:16][C:11]=2[CH:10]=1.ClC1N=CC2C=C(C3C=C[C:55]([O:58]C)=CC=3Cl)N(C[C@@H]3CCCN(C(OC(C)(C)C)=O)C3)C=2N=1, predict the reaction product. The product is: [Cl:1][C:2]1[CH:7]=[C:6]([O:58][CH3:55])[CH:5]=[CH:4][C:3]=1[C:9]1[N:27]([CH2:28][C@@H:29]2[CH2:34][CH2:33][CH2:32][N:31]([C:35]([O:37][C:38]([CH3:41])([CH3:39])[CH3:40])=[O:36])[CH2:30]2)[C:12]2[N:13]=[C:14]([NH:17][CH2:18][C:19]3[CH:24]=[CH:23][C:22]([F:25])=[C:21]([F:26])[CH:20]=3)[N:15]=[CH:16][C:11]=2[CH:10]=1. (2) Given the reactants [Cl:1][C:2]1[CH:17]=[CH:16][C:5]([CH2:6][CH2:7][O:8][C:9]2[N:10]=[N:11][C:12](I)=[CH:13][CH:14]=2)=[CH:4][CH:3]=1.Cl.[NH2:19][C:20]1[CH:21]=[C:22](B(O)O)[CH:23]=[CH:24][CH:25]=1.C(=O)([O-])[O-].[Na+].[Na+], predict the reaction product. The product is: [Cl:1][C:2]1[CH:17]=[CH:16][C:5]([CH2:6][CH2:7][O:8][C:9]2[N:10]=[N:11][C:12]([C:24]3[CH:25]=[C:20]([CH:21]=[CH:22][CH:23]=3)[NH2:19])=[CH:13][CH:14]=2)=[CH:4][CH:3]=1. (3) Given the reactants [Si:1]([O:8][C:9]1([C:15]([O:17][CH2:18][CH3:19])=[O:16])[CH2:11][CH:10]1C(O)=O)([C:4]([CH3:7])([CH3:6])[CH3:5])([CH3:3])[CH3:2].C1C=CC(P([N:34]=[N+]=[N-])(C2C=CC=CC=2)=O)=CC=1.[CH2:37]([OH:44])[C:38]1[CH:43]=[CH:42][CH:41]=[CH:40][CH:39]=1.C([O:48][CH2:49]C)(=O)C, predict the reaction product. The product is: [CH2:18]([O:17][C:15]([C:9]1([O:8][Si:1]([C:4]([CH3:5])([CH3:6])[CH3:7])([CH3:2])[CH3:3])[CH2:11][CH:10]1[NH:34][C:49]([O:44][CH2:37][C:38]1[CH:43]=[CH:42][CH:41]=[CH:40][CH:39]=1)=[O:48])=[O:16])[CH3:19]. (4) The product is: [CH3:20][N:9]1[C:10]2[C:6](=[CH:5][C:4]([N+:1]([O-:3])=[O:2])=[CH:12][CH:11]=2)[C:7](=[O:14])[C:8]1=[O:13]. Given the reactants [N+:1]([C:4]1[CH:5]=[C:6]2[C:10](=[CH:11][CH:12]=1)[NH:9][C:8](=[O:13])[C:7]2=[O:14])([O-:3])=[O:2].[H-].[Na+].CI.N[C:20]1C=C2C(=CC=1)NC(=O)C12N(C)CCN1C.N1C2C(=CC(N)=CC=2)C2(OCCO2)C1, predict the reaction product. (5) Given the reactants [N+:1]([C:4]1[CH:5]=[C:6]([C:10]([NH:12][NH2:13])=[O:11])[CH:7]=[CH:8][CH:9]=1)([O-:3])=[O:2].[N-:14]=[C:15]=[S:16].[N+:17]([C:20]1[CH:32]=[CH:31][C:23]([O:24][C:25]2[CH:30]=[CH:29][CH:28]=[CH:27][CH:26]=2)=[CH:22][CH:21]=1)([O-:19])=[O:18], predict the reaction product. The product is: [N+:1]([C:4]1[CH:5]=[C:6]([C:10]([NH:12][NH:13][C:15]([NH:14][C:28]2[CH:27]=[CH:26][C:25]([O:24][C:23]3[CH:31]=[CH:32][C:20]([N+:17]([O-:19])=[O:18])=[CH:21][CH:22]=3)=[CH:30][CH:29]=2)=[S:16])=[O:11])[CH:7]=[CH:8][CH:9]=1)([O-:3])=[O:2]. (6) Given the reactants [O:1]=[C:2]1[CH2:7][CH2:6][N:5]([C:8]([O:10][C:11]([CH3:14])([CH3:13])[CH3:12])=[O:9])[CH2:4][CH2:3]1.[Si:15](Cl)([CH3:18])([CH3:17])[CH3:16].CCN(CC)CC, predict the reaction product. The product is: [CH3:16][Si:15]([CH3:18])([CH3:17])[O:1][C:2]1[CH2:3][CH2:4][N:5]([C:8]([O:10][C:11]([CH3:14])([CH3:13])[CH3:12])=[O:9])[CH2:6][CH:7]=1.